This data is from Reaction yield outcomes from USPTO patents with 853,638 reactions. The task is: Predict the reaction yield, written as a fraction of the theoretical maximum amount of product (1.0 means a 100% yield; for example, 0.34 means a 34% yield). (1) The reactants are [O:1]=[C:2]([CH:4](P(=O)(OCC)OCC)[CH2:5][CH2:6][CH2:7][CH2:8][CH3:9])[CH3:3].O[Li].O.[CH:21](=O)[CH3:22].[NH4+].[Cl-]. The catalyst is O1CCCC1. The product is [CH:21](=[C:4](/[CH2:5][CH2:6][CH2:7][CH2:8][CH3:9])\[C:2](=[O:1])[CH3:3])/[CH3:22]. The yield is 0.310. (2) The reactants are [C:1]([O:5][C:6](=[O:26])[NH:7][C@H:8]1[CH2:13][CH2:12][C@H:11]([CH2:14][NH:15][C:16]2[C:21]([N+:22]([O-:24])=[O:23])=[CH:20][N:19]=[C:18](Cl)[N:17]=2)[CH2:10][CH2:9]1)([CH3:4])([CH3:3])[CH3:2].CCN(CC)CC.[N:34]1([C:40]2[CH:41]=[C:42]([CH:45]=[CH:46][CH:47]=2)[CH2:43][NH2:44])[CH2:39][CH2:38][CH2:37][CH2:36][CH2:35]1. The catalyst is C(Cl)Cl.CC(N(C)C)=O. The product is [C:1]([O:5][C:6](=[O:26])[NH:7][CH:8]1[CH2:13][CH2:12][CH:11]([CH2:14][NH:15][C:16]2[C:21]([N+:22]([O-:24])=[O:23])=[CH:20][N:19]=[C:18]([NH:44][CH2:43][C:42]3[CH:45]=[CH:46][CH:47]=[C:40]([N:34]4[CH2:39][CH2:38][CH2:37][CH2:36][CH2:35]4)[CH:41]=3)[N:17]=2)[CH2:10][CH2:9]1)([CH3:4])([CH3:3])[CH3:2]. The yield is 0.630.